Dataset: Catalyst prediction with 721,799 reactions and 888 catalyst types from USPTO. Task: Predict which catalyst facilitates the given reaction. (1) Reactant: [CH3:1][C:2]1([CH3:25])[N:5](/[CH:6]=[CH:7]/[C:8]2[CH:13]=[CH:12][CH:11]=[CH:10][CH:9]=2)[N:4]([CH:14]2[CH:21]3[CH2:22][CH:17]4[CH2:18][CH:19]([CH2:23][CH:15]2[CH2:16]4)[CH2:20]3)[C:3]1=[O:24]. Product: [CH3:1][C:2]1([CH3:25])[N:5]([CH2:6][CH2:7][C:8]2[CH:13]=[CH:12][CH:11]=[CH:10][CH:9]=2)[N:4]([CH:14]2[CH:21]3[CH2:20][CH:19]4[CH2:18][CH:17]([CH2:16][CH:15]2[CH2:23]4)[CH2:22]3)[C:3]1=[O:24]. The catalyst class is: 129. (2) Reactant: [C:1]([O:5][C:6](=[O:29])[CH2:7][O:8][CH2:9][C:10]1[CH:15]=[C:14]([Br:16])[C:13](/[CH:17]=[CH:18]/[C:19]2[CH:24]=[CH:23][CH:22]=[C:21]([N+:25]([O-])=O)[CH:20]=2)=[C:12]([Br:28])[CH:11]=1)([CH3:4])([CH3:3])[CH3:2].Cl[Sn]Cl.C(OCC)(=O)C.C(=O)([O-])[O-].[Na+].[Na+]. Product: [C:1]([O:5][C:6](=[O:29])[CH2:7][O:8][CH2:9][C:10]1[CH:15]=[C:14]([Br:16])[C:13](/[CH:17]=[CH:18]/[C:19]2[CH:24]=[CH:23][CH:22]=[C:21]([NH2:25])[CH:20]=2)=[C:12]([Br:28])[CH:11]=1)([CH3:4])([CH3:2])[CH3:3]. The catalyst class is: 8. (3) Reactant: C[O:2][CH:3](OC)[C:4]1[NH:5][CH:6]=[C:7]([C:9]([F:12])([F:11])[F:10])[N:8]=1.[OH-].[Na+]. Product: [F:12][C:9]([F:10])([F:11])[C:7]1[N:8]=[C:4]([CH:3]=[O:2])[NH:5][CH:6]=1. The catalyst class is: 65.